Task: Predict the reaction yield, written as a fraction of the theoretical maximum amount of product (1.0 means a 100% yield; for example, 0.34 means a 34% yield).. Dataset: Reaction yield outcomes from USPTO patents with 853,638 reactions The reactants are Cl.[F:2][C:3]([F:24])([F:23])[C:4]1[CH:22]=[CH:21][CH:20]=[CH:19][C:5]=1[CH:6]([O:14][CH:15]1[CH2:18][NH:17][CH2:16]1)[C:7]1[CH:12]=[CH:11][C:10]([Cl:13])=[CH:9][CH:8]=1.[N+:25]([C:28]1[CH:29]=[C:30]([N:35]=[C:36]=[O:37])[CH:31]=[CH:32][C:33]=1[Cl:34])([O-:27])=[O:26].C(=O)([O-])[O-]. The product is [F:24][C:3]([F:2])([F:23])[C:4]1[CH:22]=[CH:21][CH:20]=[CH:19][C:5]=1[CH:6]([O:14][CH:15]1[CH2:18][N:17]([C:36]([NH:35][C:30]2[CH:31]=[CH:32][C:33]([Cl:34])=[C:28]([N+:25]([O-:27])=[O:26])[CH:29]=2)=[O:37])[CH2:16]1)[C:7]1[CH:12]=[CH:11][C:10]([Cl:13])=[CH:9][CH:8]=1. The catalyst is ClCCl. The yield is 0.810.